From a dataset of Full USPTO retrosynthesis dataset with 1.9M reactions from patents (1976-2016). Predict the reactants needed to synthesize the given product. (1) Given the product [C:1]([NH:4][C:5]1[S:6][C:7]([CH2:10][N:11]2[CH2:12][CH2:13][CH:14]([C:17]3[CH:27]=[CH:26][CH:25]=[CH:24][C:18]=3[C:19]([OH:21])=[O:20])[CH2:15][CH2:16]2)=[CH:8][N:9]=1)(=[O:3])[CH3:2], predict the reactants needed to synthesize it. The reactants are: [C:1]([NH:4][C:5]1[S:6][C:7]([CH2:10][N:11]2[CH2:16][CH2:15][CH:14]([C:17]3[CH:27]=[CH:26][CH:25]=[CH:24][C:18]=3[C:19]([O:21]CC)=[O:20])[CH2:13][CH2:12]2)=[CH:8][N:9]=1)(=[O:3])[CH3:2].C(C1SC(NC(=O)C)=NC=1)=O.C(OC(N1CC=C(C2C=CC=CC=2C(OCC)=O)CC1)=O)(C)(C)C.O[Li].O.C(O)(=O)CC(CC(O)=O)(C(O)=O)O. (2) The reactants are: [Cl:1][C:2]1[CH:7]=[CH:6][C:5]([OH:8])=[CH:4][C:3]=1[C:9]1[C:18]2[C:13](=[C:14]([Cl:19])[CH:15]=[CH:16][CH:17]=2)[N:12]=[CH:11][N:10]=1.Br[C:21]1[CH:26]=[CH:25][CH:24]=[C:23]([S:27]([CH:30]([CH3:32])[CH3:31])(=[O:29])=[O:28])[CH:22]=1. Given the product [Cl:19][C:14]1[CH:15]=[CH:16][CH:17]=[C:18]2[C:13]=1[N:12]=[CH:11][N:10]=[C:9]2[C:3]1[CH:4]=[C:5]([O:8][C:25]2[CH:26]=[CH:21][CH:22]=[C:23]([S:27]([CH:30]([CH3:32])[CH3:31])(=[O:28])=[O:29])[CH:24]=2)[CH:6]=[CH:7][C:2]=1[Cl:1], predict the reactants needed to synthesize it. (3) Given the product [CH3:16][CH:10]1[CH:11]([OH:15])[CH:12]([CH3:14])[CH2:13][NH:8][CH2:9]1, predict the reactants needed to synthesize it. The reactants are: C([N:8]1[CH2:13][CH:12]([CH3:14])[CH:11]([OH:15])[CH:10]([CH3:16])[CH2:9]1)C1C=CC=CC=1. (4) The reactants are: [Cl:1][C:2]1[CH:7]=[CH:6][C:5]([NH2:8])=[CH:4][C:3]=1[C:9](=[O:11])[CH3:10].C(N(C(C)C)CC)(C)C.[CH3:21][O:22][C:23]1[CH:24]=[C:25]([CH:29]=[C:30]([O:32][CH3:33])[CH:31]=1)[C:26](Cl)=[O:27]. Given the product [C:9]([C:3]1[CH:4]=[C:5]([NH:8][C:26](=[O:27])[C:25]2[CH:29]=[C:30]([O:32][CH3:33])[CH:31]=[C:23]([O:22][CH3:21])[CH:24]=2)[CH:6]=[CH:7][C:2]=1[Cl:1])(=[O:11])[CH3:10], predict the reactants needed to synthesize it. (5) Given the product [F:1][C:2]1[CH:3]=[N:4][CH:5]=[CH:6][C:7]=1[C:8]1[CH:9]=[C:10]2[N:22]=[C:21]([NH:25][NH2:26])[NH:20][C:11]2=[N:12][C:13]=1[C:14]1[CH:15]=[N:16][CH:17]=[CH:18][CH:19]=1, predict the reactants needed to synthesize it. The reactants are: [F:1][C:2]1[CH:3]=[N:4][CH:5]=[CH:6][C:7]=1[C:8]1[CH:9]=[C:10]2[N:22]=[C:21](SC)[NH:20][C:11]2=[N:12][C:13]=1[C:14]1[CH:15]=[N:16][CH:17]=[CH:18][CH:19]=1.[NH2:25][NH2:26]. (6) Given the product [CH2:15]([C:19]1[N:24]=[C:23]([NH:4][CH:5]([CH3:12])[CH3:6])[N:22]=[C:21]([C:29]([OH:31])=[O:30])[CH:20]=1)[CH:16]([CH3:18])[CH3:17], predict the reactants needed to synthesize it. The reactants are: CNC1N=C(C(O)=O)[CH:6]=[C:5]([CH2:12]CC)[N:4]=1.[CH2:15]([C:19]1[N:24]=[C:23](S(C)(=O)=O)[N:22]=[C:21]([C:29]([OH:31])=[O:30])[CH:20]=1)[CH:16]([CH3:18])[CH3:17].C(N)(C)C. (7) Given the product [Si:1]([O:8][CH:9]([CH:15]1[CH2:24][CH2:23][C:22]2[C:17](=[CH:18][CH:19]=[C:20]([O:25][C:26]3[CH:31]=[CH:30][CH:29]=[CH:28][CH:27]=3)[CH:21]=2)[CH2:16]1)[C:10]1[O:11][C:12]([C:39]([O:40][CH3:41])=[O:42])=[CH:13][N:14]=1)([C:4]([CH3:7])([CH3:5])[CH3:6])([CH3:3])[CH3:2], predict the reactants needed to synthesize it. The reactants are: [Si:1]([O:8][CH:9]([CH:15]1[CH2:24][CH2:23][C:22]2[C:17](=[CH:18][CH:19]=[C:20]([O:25][C:26]3[CH:31]=[CH:30][CH:29]=[CH:28][CH:27]=3)[CH:21]=2)[CH2:16]1)[C:10]1[O:11][CH:12]=[CH:13][N:14]=1)([C:4]([CH3:7])([CH3:6])[CH3:5])([CH3:3])[CH3:2].[Li]CCCC.N#C[C:39](=[O:42])[O:40][CH3:41]. (8) Given the product [C:23]([O:1][C@@H:2]1[C@H:7]2[C@H:8]3[C@H:18]([CH2:19][CH2:20][C@:5]2([CH3:6])[CH2:4][CH2:3]1)[C@:16]1([CH3:17])[C:11](=[CH:12][C:13](=[O:21])[CH2:14][CH2:15]1)[CH2:10][C:9]3=[O:30])(=[O:25])[CH3:24], predict the reactants needed to synthesize it. The reactants are: [OH:1][C@@H:2]1[C@H:7]2[C@H:8]3[C@H:18]([CH2:19][CH2:20][C@:5]2([CH3:6])[C:4](=O)[CH2:3]1)[C@:16]1([CH3:17])[C:11](=[CH:12][C:13](=[O:21])[CH2:14][CH2:15]1)[CH2:10][CH2:9]3.[C:23](OC(=O)C)(=[O:25])[CH3:24].[OH2:30]. (9) Given the product [Cl:1][C:2]1[CH:3]=[CH:4][C:5]([NH2:24])=[C:6]2[C:10]=1[N:9]=[C:8]1[N:11]([C:16]3[CH:21]=[CH:20][C:19]([Cl:22])=[CH:18][C:17]=3[Cl:23])[CH2:12][CH2:13][CH2:14][CH2:15][N:7]21, predict the reactants needed to synthesize it. The reactants are: [Cl:1][C:2]1[C:10]2[N:9]=[C:8]3[N:11]([C:16]4[CH:21]=[CH:20][C:19]([Cl:22])=[CH:18][C:17]=4[Cl:23])[CH2:12][CH2:13][CH2:14][CH2:15][N:7]3[C:6]=2[C:5]([N+:24]([O-])=O)=[CH:4][CH:3]=1.